This data is from Catalyst prediction with 721,799 reactions and 888 catalyst types from USPTO. The task is: Predict which catalyst facilitates the given reaction. (1) Reactant: [F:1][C:2]([F:16])([F:15])/[CH:3]=[CH:4]/[C:5]1[CH:13]=[CH:12][C:8]([C:9]([OH:11])=O)=[C:7]([CH3:14])[CH:6]=1.O.ON1C2C=CC=CC=2N=N1.Cl.CN(C)CCCN=C=NCC.[NH2:40][C:41]1[CH:50]=[C:49]2[C:44]([CH2:45][CH2:46][CH2:47][N:48]2[C:51](=[O:53])[CH3:52])=[CH:43][CH:42]=1.C(N(CC)C(C)C)(C)C. Product: [C:51]([N:48]1[C:49]2[C:44](=[CH:43][CH:42]=[C:41]([NH:40][C:9](=[O:11])[C:8]3[CH:12]=[CH:13][C:5](/[CH:4]=[CH:3]/[C:2]([F:1])([F:16])[F:15])=[CH:6][C:7]=3[CH3:14])[CH:50]=2)[CH2:45][CH2:46][CH2:47]1)(=[O:53])[CH3:52]. The catalyst class is: 91. (2) Reactant: [CH3:1][O:2][C:3](=[O:19])[C:4]1[CH:9]=[C:8]([OH:10])[CH:7]=[C:6]([O:11][CH2:12][C:13]2[CH:18]=[CH:17][CH:16]=[CH:15][CH:14]=2)[CH:5]=1.C(N(CC)CC)C.[S:27](O[S:27]([C:30]([F:33])([F:32])[F:31])(=[O:29])=[O:28])([C:30]([F:33])([F:32])[F:31])(=[O:29])=[O:28]. Product: [CH3:1][O:2][C:3](=[O:19])[C:4]1[CH:9]=[C:8]([O:10][S:27]([C:30]([F:33])([F:32])[F:31])(=[O:29])=[O:28])[CH:7]=[C:6]([O:11][CH2:12][C:13]2[CH:18]=[CH:17][CH:16]=[CH:15][CH:14]=2)[CH:5]=1. The catalyst class is: 4. (3) Reactant: [OH:1][CH2:2][CH2:3][CH2:4][CH2:5][CH2:6][CH2:7][CH2:8][C:9]([OH:11])=[O:10].[CH3:12][O:13][C:14]1[CH:35]=[CH:34][C:17]([C:18](Cl)([C:27]2[CH:32]=[CH:31][CH:30]=[CH:29][CH:28]=2)[C:19]2[CH:24]=[CH:23][C:22]([O:25][CH3:26])=[CH:21][CH:20]=2)=[CH:16][CH:15]=1. Product: [CH3:26][O:25][C:22]1[CH:21]=[CH:20][C:19]([C:18]([O:1][CH2:2][CH2:3][CH2:4][CH2:5][CH2:6][CH2:7][CH2:8][C:9]([OH:11])=[O:10])([C:27]2[CH:28]=[CH:29][CH:30]=[CH:31][CH:32]=2)[C:17]2[CH:34]=[CH:35][C:14]([O:13][CH3:12])=[CH:15][CH:16]=2)=[CH:24][CH:23]=1. The catalyst class is: 17. (4) Reactant: [OH:1][C:2]1[CH:9]=[CH:8][C:5]([CH:6]=[O:7])=[CH:4][CH:3]=1.[F:10][CH2:11][CH2:12]I.C([O-])([O-])=O.[K+].[K+]. Product: [F:10][CH2:11][CH2:12][O:1][C:2]1[CH:9]=[CH:8][C:5]([CH:6]=[O:7])=[CH:4][CH:3]=1. The catalyst class is: 3. (5) The catalyst class is: 242. Product: [N:20]1[CH:21]=[CH:22][CH:23]=[CH:24][C:19]=1[C:15](=[S:16])[NH2:14]. Reactant: FC1C=CC=C(F)C=1C(NC1C=CC(C2[N:14]=[C:15]([C:19]3[CH:24]=[CH:23][CH:22]=[CH:21][N:20]=3)[S:16]C=2C)=CC=1)=O.[Br-].[Br-].[Br-].C1([N+](C)(C)C)C=CC=CC=1.C1([N+](C)(C)C)C=CC=CC=1.C1([N+](C)(C)C)C=CC=CC=1. (6) Reactant: [F:1][C:2]1[CH:7]=[CH:6][C:5]([C:8]2[O:9][C:10]3[CH:20]=[C:19]([N:21]([CH3:26])[S:22]([CH3:25])(=[O:24])=[O:23])[C:18](B4OC(C)(C)C(C)(C)O4)=[CH:17][C:11]=3[C:12]=2[C:13]([NH:15][CH3:16])=[O:14])=[CH:4][CH:3]=1.Br[C:37]1[CH:52]=[N:51][C:40]2[NH:41][CH:42]([C:46]3[S:47][CH:48]=[CH:49][CH:50]=3)[NH:43][C:44](=[O:45])[C:39]=2[CH:38]=1. Product: [F:1][C:2]1[CH:3]=[CH:4][C:5]([C:8]2[O:9][C:10]3[CH:20]=[C:19]([N:21]([CH3:26])[S:22]([CH3:25])(=[O:23])=[O:24])[C:18]([C:37]4[CH:52]=[N:51][C:40]5[NH:41][CH:42]([C:46]6[S:47][CH:48]=[CH:49][CH:50]=6)[NH:43][C:44](=[O:45])[C:39]=5[CH:38]=4)=[CH:17][C:11]=3[C:12]=2[C:13]([NH:15][CH3:16])=[O:14])=[CH:6][CH:7]=1. The catalyst class is: 75.